This data is from Forward reaction prediction with 1.9M reactions from USPTO patents (1976-2016). The task is: Predict the product of the given reaction. (1) Given the reactants [C:1]([C:3]1[CH:8]=[C:7]([O:9][CH3:10])[C:6]([O:11][CH2:12][C:13]2[CH:18]=[CH:17][CH:16]=[C:15]([S:19]([CH3:27])(=[N:21][C:22]([O:24][CH2:25][CH3:26])=[O:23])=[O:20])[CH:14]=2)=[CH:5][C:4]=1[N:28]=[CH:29]N(C)C)#[N:2].[NH2:33][C:34]1[S:35][CH:36]=[N:37][N:38]=1.CCCCCC.ClCCl.CO, predict the reaction product. The product is: [CH2:25]([O:24][C:22]([N:21]=[S:19]([CH3:27])([C:15]1[CH:16]=[CH:17][CH:18]=[C:13]([CH2:12][O:11][C:6]2[CH:5]=[C:4]3[C:3]([C:1]([NH:33][C:34]4[S:35][CH:36]=[N:37][N:38]=4)=[N:2][CH:29]=[N:28]3)=[CH:8][C:7]=2[O:9][CH3:10])[CH:14]=1)=[O:20])=[O:23])[CH3:26]. (2) Given the reactants [H-].[Na+].[C:3](OCC)(=O)CC(OCC)=O.[Br:14][C:15]1[CH:16]=[C:17]([N+:22]([O-:24])=[O:23])[C:18](Cl)=[N:19][CH:20]=1, predict the reaction product. The product is: [Br:14][C:15]1[CH:16]=[C:17]([N+:22]([O-:24])=[O:23])[C:18]([CH3:3])=[N:19][CH:20]=1. (3) Given the reactants ClCCl.[CH2:4]([O:6][C:7](=[O:37])[CH:8]([NH:30][C:31]([O:33][CH2:34][CH:35]=[CH2:36])=[O:32])[CH2:9][C:10]1[O:14][N:13]=[C:12]([CH:15]2[CH2:19][CH2:18][CH2:17][N:16]2[C:20](=[O:29])[CH2:21][C:22]2[CH:27]=[CH:26][C:25]([NH2:28])=[CH:24][CH:23]=2)[CH:11]=1)[CH3:5].[Cl:38][C:39]1[CH:47]=[CH:46][CH:45]=[C:44]([Cl:48])[C:40]=1[C:41](Cl)=[O:42].N1C=CC=CC=1, predict the reaction product. The product is: [CH2:4]([O:6][C:7](=[O:37])[CH:8]([NH:30][C:31]([O:33][CH2:34][CH:35]=[CH2:36])=[O:32])[CH2:9][C:10]1[O:14][N:13]=[C:12]([CH:15]2[CH2:19][CH2:18][CH2:17][N:16]2[C:20](=[O:29])[CH2:21][C:22]2[CH:23]=[CH:24][C:25]([NH:28][C:41](=[O:42])[C:40]3[C:39]([Cl:38])=[CH:47][CH:46]=[CH:45][C:44]=3[Cl:48])=[CH:26][CH:27]=2)[CH:11]=1)[CH3:5]. (4) Given the reactants [Cl:1][C:2]1[N:7]=[C:6]([N:8]([CH3:28])[C:9]2[CH:27]=[CH:26][C:12]3[N:13]([CH3:25])[C:14]([NH:16][CH2:17][C:18]4[CH:23]=[CH:22][C:21]([F:24])=[CH:20][CH:19]=4)=[N:15][C:11]=3[CH:10]=2)[CH:5]=[CH:4][N:3]=1.[CH3:29][S:30]([CH2:33][C:34]1[CH:40]=[CH:39][C:37]([NH2:38])=[CH:36][CH:35]=1)(=[O:32])=[O:31], predict the reaction product. The product is: [ClH:1].[F:24][C:21]1[CH:22]=[CH:23][C:18]([CH2:17][NH:16][C:14]2[N:13]([CH3:25])[C:12]3[CH:26]=[CH:27][C:9]([N:8]([C:6]4[CH:5]=[CH:4][N:3]=[C:2]([NH:38][C:37]5[CH:39]=[CH:40][C:34]([CH2:33][S:30]([CH3:29])(=[O:32])=[O:31])=[CH:35][CH:36]=5)[N:7]=4)[CH3:28])=[CH:10][C:11]=3[N:15]=2)=[CH:19][CH:20]=1. (5) Given the reactants Cl[CH2:2][C:3]1[S:4][CH:5]=[CH:6][C:7]=1[S:8]([N:11]([CH3:26])[C:12]1[CH:13]=[CH:14][CH:15]=[C:16]2[C:20]=1[NH:19][C:18]([C:21]1[S:22][CH:23]=[CH:24][N:25]=1)=[CH:17]2)(=[O:10])=[O:9].C(N(CC)CC)C.[C:34]([N:37]1[CH2:42][CH2:41][NH:40][CH2:39][CH2:38]1)(=[O:36])[CH3:35], predict the reaction product. The product is: [C:34]([N:37]1[CH2:42][CH2:41][N:40]([CH2:2][C:3]2[S:4][CH:5]=[CH:6][C:7]=2[S:8]([N:11]([CH3:26])[C:12]2[CH:13]=[CH:14][CH:15]=[C:16]3[C:20]=2[NH:19][C:18]([C:21]2[S:22][CH:23]=[CH:24][N:25]=2)=[CH:17]3)(=[O:10])=[O:9])[CH2:39][CH2:38]1)(=[O:36])[CH3:35]. (6) Given the reactants [CH3:1][C:2]1[C:3]([C:23]([F:26])([F:25])[F:24])=[N:4][N:5]([C:13]2[CH:18]=[CH:17][C:16]([S:19]([NH2:22])(=[O:21])=[O:20])=[CH:15][CH:14]=2)[C:6]=1[C:7]1[CH:12]=[CH:11][CH:10]=[CH:9][CH:8]=1.[Br:27]N1C(=O)CCC1=O, predict the reaction product. The product is: [Br:27][CH2:1][C:2]1[C:3]([C:23]([F:26])([F:24])[F:25])=[N:4][N:5]([C:13]2[CH:14]=[CH:15][C:16]([S:19]([NH2:22])(=[O:21])=[O:20])=[CH:17][CH:18]=2)[C:6]=1[C:7]1[CH:8]=[CH:9][CH:10]=[CH:11][CH:12]=1. (7) Given the reactants CC(C)([O-])C.[K+].CC1C=CC(S([CH2:17][N+:18]#[C-])(=O)=O)=CC=1.[O:20]1[CH2:24][CH2:23][O:22][CH:21]1[C:25]1[CH:29]=[CH:28][S:27][C:26]=1[CH:30]=O.[Cl-].[NH4+], predict the reaction product. The product is: [O:22]1[CH2:23][CH2:24][O:20][CH:21]1[C:25]1[CH:29]=[CH:28][S:27][C:26]=1[CH2:30][C:17]#[N:18]. (8) Given the reactants CO[C:3]([C:5]1[N:6]=[C:7]([C:23]#[N:24])[C:8]2[C:13]([C:14]=1[OH:15])=[CH:12][CH:11]=[C:10]([O:16][C:17]1[CH:22]=[CH:21][CH:20]=[CH:19][CH:18]=1)[CH:9]=2)=[O:4].[NH2:25][CH2:26][CH:27]([NH:31][C:32]([O:34][C:35]([CH3:38])([CH3:37])[CH3:36])=[O:33])[C:28]([OH:30])=[O:29].C[O-].[Na+].CO.Cl, predict the reaction product. The product is: [C:35]([O:34][C:32]([NH:31][C@@H:27]([CH2:26][NH:25][C:3]([C:5]1[N:6]=[C:7]([C:23]#[N:24])[C:8]2[C:13]([C:14]=1[OH:15])=[CH:12][CH:11]=[C:10]([O:16][C:17]1[CH:22]=[CH:21][CH:20]=[CH:19][CH:18]=1)[CH:9]=2)=[O:4])[C:28]([OH:30])=[O:29])=[O:33])([CH3:38])([CH3:37])[CH3:36]. (9) The product is: [CH2:21]([O:20][CH2:16][C@@H:17]([OH:19])[CH2:18][C:4]1[CH:3]=[C:2]([F:1])[CH:7]=[CH:6][C:5]=1[O:8][CH3:9])[C:22]1[CH:27]=[CH:26][CH:25]=[CH:24][CH:23]=1. Given the reactants [F:1][C:2]1[CH:7]=[CH:6][C:5]([O:8][CH3:9])=[C:4](Br)[CH:3]=1.C([Li])CCC.[CH2:16]([O:20][CH2:21][C:22]1[CH:27]=[CH:26][CH:25]=[CH:24][CH:23]=1)[C@H:17]1[O:19][CH2:18]1, predict the reaction product.